From a dataset of Reaction yield outcomes from USPTO patents with 853,638 reactions. Predict the reaction yield, written as a fraction of the theoretical maximum amount of product (1.0 means a 100% yield; for example, 0.34 means a 34% yield). The product is [Cl:1][C:2]1[N:3]=[C:4]([CH2:8][OH:17])[CH:5]=[CH:6][CH:7]=1. The reactants are [Cl:1][C:2]1[CH:7]=[CH:6][CH:5]=[C:4]([CH3:8])[N:3]=1.ClC1C=CC=C(C(OO)=[O:17])C=1.C(=O)([O-])O.[Na+].[OH-].[Na+]. The yield is 0.180. The catalyst is O.CO.ClCCl.